From a dataset of Forward reaction prediction with 1.9M reactions from USPTO patents (1976-2016). Predict the product of the given reaction. (1) Given the reactants C(P1(=O)OP(CCC)(=O)OP(CCC)(=O)O1)CC.[NH2:19][C:20]1[CH:21]=[C:22]([CH:26]=[C:27]([Br:29])[CH:28]=1)[C:23]([OH:25])=O.CCN(CC)CC.[O:37]1[CH2:42][CH2:41][N:40]([CH2:43][CH2:44][NH2:45])[CH2:39][CH2:38]1, predict the reaction product. The product is: [NH2:19][C:20]1[CH:21]=[C:22]([CH:26]=[C:27]([Br:29])[CH:28]=1)[C:23]([NH:45][CH2:44][CH2:43][N:40]1[CH2:41][CH2:42][O:37][CH2:38][CH2:39]1)=[O:25]. (2) The product is: [C:3]([C:5]1[CH:6]=[CH:7][C:8]([CH2:11][S:12]([NH:15][CH2:16][B:17]([OH:18])[OH:19])(=[O:14])=[O:13])=[CH:9][CH:10]=1)([OH:4])=[O:2]. Given the reactants C[O:2][C:3]([C:5]1[CH:10]=[CH:9][C:8]([CH2:11][S:12]([NH:15][CH2:16][B:17]([OH:19])[OH:18])(=[O:14])=[O:13])=[CH:7][CH:6]=1)=[O:4].OC(C(O)(C)C)(C)C.Cl, predict the reaction product. (3) Given the reactants [C:1]([O:5][C:6]([N:8]1[CH2:13][CH2:12][N:11]([S:14]([C:17]2[CH:22]=[CH:21][C:20]([N+:23]([O-])=O)=[CH:19][CH:18]=2)(=[O:16])=[O:15])[CH2:10][CH2:9]1)=[O:7])([CH3:4])([CH3:3])[CH3:2].C(O)C.[Cl-].[NH4+], predict the reaction product. The product is: [C:1]([O:5][C:6]([N:8]1[CH2:13][CH2:12][N:11]([S:14]([C:17]2[CH:18]=[CH:19][C:20]([NH2:23])=[CH:21][CH:22]=2)(=[O:16])=[O:15])[CH2:10][CH2:9]1)=[O:7])([CH3:4])([CH3:2])[CH3:3]. (4) Given the reactants [NH:1]1[C:5]([CH:6]([C:8]2[CH:25]=[CH:24][C:11]3[N:12]([CH2:16][O:17][CH2:18][CH2:19][Si:20]([CH3:23])([CH3:22])[CH3:21])[C:13](=[O:15])[S:14][C:10]=3[CH:9]=2)[CH3:7])=[CH:4][CH:3]=[N:2]1.F[C:27]1[CH:32]=[CH:31][C:30]([I:33])=[CH:29][N:28]=1.C(=O)([O-])[O-].[Cs+].[Cs+], predict the reaction product. The product is: [I:33][C:30]1[CH:31]=[CH:32][C:27]([N:2]2[CH:3]=[CH:4][C:5]([CH:6]([C:8]3[CH:25]=[CH:24][C:11]4[N:12]([CH2:16][O:17][CH2:18][CH2:19][Si:20]([CH3:23])([CH3:22])[CH3:21])[C:13](=[O:15])[S:14][C:10]=4[CH:9]=3)[CH3:7])=[N:1]2)=[N:28][CH:29]=1. (5) Given the reactants Cl[CH:2]([C:8]([CH3:10])=O)[C:3]([O:5][CH2:6][CH3:7])=[O:4].[CH3:11][C:12]1[CH:13]=[C:14]([CH2:18][C:19]([NH2:21])=[O:20])[CH:15]=[CH:16][CH:17]=1, predict the reaction product. The product is: [CH3:10][C:8]1[N:21]=[C:19]([CH2:18][C:14]2[CH:15]=[CH:16][CH:17]=[C:12]([CH3:11])[CH:13]=2)[O:20][C:2]=1[C:3]([O:5][CH2:6][CH3:7])=[O:4]. (6) Given the reactants [NH2:1][C:2]1[N:7]=[CH:6][N:5]=[C:4]2[N:8]([CH2:12][CH2:13][N:14]([CH2:19][C:20]3[CH:25]=[CH:24][C:23]([Cl:26])=[CH:22][CH:21]=3)[C:15](=[O:18])[CH:16]=[CH2:17])[N:9]=[C:10](I)[C:3]=12.[F:27][C:28]1[CH:29]=[C:30](B(O)O)[CH:31]=[C:32]([OH:35])[C:33]=1[F:34].C(=O)([O-])[O-].[Na+].[Na+].O, predict the reaction product. The product is: [NH2:1][C:2]1[N:7]=[CH:6][N:5]=[C:4]2[N:8]([CH2:12][CH2:13][N:14]([CH2:19][C:20]3[CH:25]=[CH:24][C:23]([Cl:26])=[CH:22][CH:21]=3)[C:15](=[O:18])[CH:16]=[CH2:17])[N:9]=[C:10]([C:30]3[CH:31]=[C:32]([OH:35])[C:33]([F:34])=[C:28]([F:27])[CH:29]=3)[C:3]=12. (7) Given the reactants [OH-].[Na+].[N+:3]([C:6]1[CH:24]=[CH:23][C:9]2[NH:10][C:11]([C:13]3[CH:22]=[CH:21][C:16]([C:17]([O:19]C)=[O:18])=[CH:15][CH:14]=3)=[N:12][C:8]=2[CH:7]=1)([O-:5])=[O:4], predict the reaction product. The product is: [N+:3]([C:6]1[CH:24]=[CH:23][C:9]2[NH:10][C:11]([C:13]3[CH:22]=[CH:21][C:16]([C:17]([OH:19])=[O:18])=[CH:15][CH:14]=3)=[N:12][C:8]=2[CH:7]=1)([O-:5])=[O:4].